From a dataset of Forward reaction prediction with 1.9M reactions from USPTO patents (1976-2016). Predict the product of the given reaction. (1) Given the reactants [Br:1][C:2]1[C:10]2[N:9]=[N:8][NH:7][C:6]=2[C:5]([Cl:11])=[CH:4][C:3]=1[Cl:12].Br[C:14]1[C:22]2[N:21]=N[NH:19][C:18]=2C(Cl)=C(Br)C=1Cl.Cl[C:27]1C=C(Cl)C2NN=NC=2C=1, predict the reaction product. The product is: [NH2:21][C:22]([CH3:14])([CH2:27][N:8]1[N:7]=[C:6]2[C:5]([Cl:11])=[CH:4][C:3]([Cl:12])=[C:2]([Br:1])[C:10]2=[N:9]1)[C:18]#[N:19]. (2) The product is: [F:21][C:22]1[CH:28]=[CH:27][C:25]([NH:26][CH:6]2[C:7]3[C:3](=[C:2]([CH3:1])[C:10]([NH:11][C:12](=[O:18])[CH2:13][C:14]([CH3:17])([CH3:16])[CH3:15])=[C:9]([CH3:19])[CH:8]=3)[CH2:4][CH2:5]2)=[CH:24][CH:23]=1. Given the reactants [CH3:1][C:2]1[C:10]([NH:11][C:12](=[O:18])[CH2:13][C:14]([CH3:17])([CH3:16])[CH3:15])=[C:9]([CH3:19])[CH:8]=[C:7]2[C:3]=1[CH2:4][CH2:5][C:6]2=O.[F:21][C:22]1[CH:28]=[CH:27][C:25]([NH2:26])=[CH:24][CH:23]=1.[B][B][B][B][B][B][B][B][B][B], predict the reaction product. (3) Given the reactants [Br:1][C:2]1[CH:3]=[C:4]([CH:7]=[CH:8][CH:9]=1)[CH2:5]Br.[C:10]([N:17]1[CH2:22][CH2:21][NH:20][CH2:19][CH2:18]1)([O:12][C:13]([CH3:16])([CH3:15])[CH3:14])=[O:11].C(N(CC)CC)C.C(=O)(O)[O-].[Na+], predict the reaction product. The product is: [Br:1][C:2]1[CH:3]=[C:4]([CH2:5][N:20]2[CH2:19][CH2:18][N:17]([C:10]([O:12][C:13]([CH3:16])([CH3:15])[CH3:14])=[O:11])[CH2:22][CH2:21]2)[CH:7]=[CH:8][CH:9]=1. (4) Given the reactants [CH3:1][CH:2]([CH3:11])[CH2:3][CH2:4][CH2:5][CH2:6][CH2:7][CH2:8][CH2:9][OH:10].[C:12](O)(=[O:23])[CH2:13][C:14]1[CH:22]=[CH:21][C:19]([OH:20])=[C:16]([O:17][CH3:18])[CH:15]=1.S([O-])([O-])(=O)=O.[Mg+2], predict the reaction product. The product is: [C:12]([O:10][CH2:9][CH2:8][CH2:7][CH2:6][CH2:5][CH2:4][CH2:3][CH:2]([CH3:11])[CH3:1])(=[O:23])[CH2:13][C:14]1[CH:22]=[CH:21][C:19]([OH:20])=[C:16]([O:17][CH3:18])[CH:15]=1. (5) Given the reactants C[O:2][C:3]1[CH:10]=[CH:9][C:6]([CH:7]=[O:8])=[CH:5][C:4]=1[O:11][CH2:12][CH2:13][CH2:14][O:15][CH3:16].C([S-])CC.[Na+], predict the reaction product. The product is: [OH:2][C:3]1[CH:10]=[CH:9][C:6]([CH:7]=[O:8])=[CH:5][C:4]=1[O:11][CH2:12][CH2:13][CH2:14][O:15][CH3:16]. (6) The product is: [ClH:42].[O:1]1[C:6]2[CH:7]=[CH:8][C:9]([CH2:11][NH:12][CH:20]3[CH2:21][CH2:22][N:23]([CH2:26][CH2:27][N:28]4[C:37]5[C:32](=[CH:33][C:34]([CH:38]([CH3:39])[CH3:40])=[CH:35][CH:36]=5)[CH:31]=[CH:30][C:29]4=[O:41])[CH2:24][CH2:25]3)=[CH:10][C:5]=2[O:4][CH2:3][CH2:2]1. Given the reactants [O:1]1[C:6]2[CH:7]=[CH:8][C:9]([CH2:11][N:12]([CH:20]3[CH2:25][CH2:24][N:23]([CH2:26][CH2:27][N:28]4[C:37]5[C:32](=[CH:33][C:34]([CH:38]([CH3:40])[CH3:39])=[CH:35][CH:36]=5)[CH:31]=[CH:30][C:29]4=[O:41])[CH2:22][CH2:21]3)C(=O)OC(C)(C)C)=[CH:10][C:5]=2[O:4][CH2:3][CH2:2]1.[ClH:42].O1CCOCC1, predict the reaction product. (7) Given the reactants Br[C:2]1[C:10]2[C:5](=[CH:6][C:7]([C:11]([O:13][CH3:14])=[O:12])=[CH:8][CH:9]=2)[N:4]([C:15]2[CH:19]=[CH:18][S:17][CH:16]=2)[N:3]=1.[C:20](B1OC(C)(C)C(C)(C)O1)([CH3:22])=[CH2:21].C(NC(C)C)(C)C, predict the reaction product. The product is: [CH2:21]=[C:20]([C:2]1[C:10]2[C:5](=[CH:6][C:7]([C:11]([O:13][CH3:14])=[O:12])=[CH:8][CH:9]=2)[N:4]([C:15]2[CH:19]=[CH:18][S:17][CH:16]=2)[N:3]=1)[CH3:22]. (8) Given the reactants [CH2:1]([O:8][CH2:9][N:10]1[C:14]2[CH:15]=[N:16][NH:17][C:18](=[O:19])[C:13]=2[C:12]([CH:20]([CH3:22])[CH3:21])=[CH:11]1)[C:2]1[CH:7]=[CH:6][CH:5]=[CH:4][CH:3]=1.[CH3:23][Si:24]([CH3:40])([CH3:39])[CH2:25][CH2:26][O:27][CH2:28]N1C2C=NNC(=O)C=2C=C1.[Cl-].[NH4+], predict the reaction product. The product is: [CH2:1]([O:8][CH2:9][N:10]1[C:14]2[CH:15]=[N:16][N:17]([CH2:28][O:27][CH2:26][CH2:25][Si:24]([CH3:40])([CH3:39])[CH3:23])[C:18](=[O:19])[C:13]=2[C:12]([CH:20]([CH3:22])[CH3:21])=[CH:11]1)[C:2]1[CH:7]=[CH:6][CH:5]=[CH:4][CH:3]=1.